This data is from Forward reaction prediction with 1.9M reactions from USPTO patents (1976-2016). The task is: Predict the product of the given reaction. (1) Given the reactants [Cl:1][C:2]1[CH:3]=[CH:4][CH:5]=[C:6]2[C:10]=1[NH:9][C:8](=[O:11])[CH2:7]2.Cl[C:13]1[N:18]=[C:17]([O:19][CH3:20])[N:16]=[C:15]([O:21][CH3:22])[N:14]=1, predict the reaction product. The product is: [CH3:22][O:21][C:15]1[N:16]=[C:17]([O:19][CH3:20])[N:18]=[C:13]([CH:7]2[C:6]3[C:10](=[C:2]([Cl:1])[CH:3]=[CH:4][CH:5]=3)[NH:9][C:8]2=[O:11])[N:14]=1. (2) Given the reactants [Cl:1][C:2]1[C:3]([C:12]([F:15])([F:14])[F:13])=[N:4][N:5]([CH2:8][C:9]([OH:11])=O)[C:6]=1[CH3:7].[F:16][C:17]1[CH:22]=[CH:21][C:20]([N:23]2[C:31]3[CH2:30][CH2:29][CH2:28][NH:27][C:26]=3[CH:25]=[N:24]2)=[CH:19][CH:18]=1, predict the reaction product. The product is: [Cl:1][C:2]1[C:3]([C:12]([F:15])([F:14])[F:13])=[N:4][N:5]([CH2:8][C:9]([N:27]2[CH2:28][CH2:29][CH2:30][C:31]3[N:23]([C:20]4[CH:21]=[CH:22][C:17]([F:16])=[CH:18][CH:19]=4)[N:24]=[CH:25][C:26]2=3)=[O:11])[C:6]=1[CH3:7]. (3) Given the reactants [C@H:1]12[N:8](C(C3C=CC=CC=3C3ON=C(C)N=3)=O)C[C@H:6]1[CH2:5][CH2:4]N[CH2:2]2.C(O[C:28]([N:30]1[CH2:37][CH2:36][C@@H:35]2[C@@H:32]([NH:33][CH2:34]2)[CH2:31]1)=O)(C)(C)C.[F:38][C:39]1[CH:47]=[CH:46][CH:45]=[C:44]([C:48]2[O:52][N:51]=[C:50]([CH3:53])[N:49]=2)[C:40]=1[C:41]([OH:43])=O.CC1N=C(C2C=CC=CC=2C(O)=O)O[N:56]=1, predict the reaction product. The product is: [CH3:4][C:5]1[CH:6]=[C:1]([CH3:2])[N:8]=[C:28]([N:30]2[CH2:37][CH2:36][C@H:35]3[C@H:32]([N:33]([C:41]([C:40]4[C:44]([C:48]5[O:52][N:51]=[C:50]([CH3:53])[N:49]=5)=[CH:45][CH:46]=[CH:47][C:39]=4[F:38])=[O:43])[CH2:34]3)[CH2:31]2)[N:56]=1. (4) The product is: [C:22]([O:25][C:26]([N:1]1[C:9]2[C:4](=[CH:5][C:6]([N:10]3[C:14]([NH2:15])=[CH:13][C:12]([CH:16]([CH3:18])[CH3:17])=[N:11]3)=[CH:7][CH:8]=2)[CH:3]=[N:2]1)=[O:27])([CH3:24])([CH3:23])[CH3:21]. Given the reactants [NH:1]1[C:9]2[C:4](=[CH:5][C:6]([N:10]3[C:14]([NH2:15])=[CH:13][C:12]([CH:16]([CH3:18])[CH3:17])=[N:11]3)=[CH:7][CH:8]=2)[CH:3]=[N:2]1.[OH-].[Na+].[CH3:21][C:22]([O:25][C:26](O[C:26]([O:25][C:22]([CH3:24])([CH3:23])[CH3:21])=[O:27])=[O:27])([CH3:24])[CH3:23], predict the reaction product. (5) Given the reactants [OH-].[Na+].[Si]([O:20][C:21]1[C:29]2[C:24](=[CH:25][N:26]=[CH:27][CH:28]=2)[O:23][C:22]=1[C:30]1[N:35]=[CH:34][C:33]([O:36][CH3:37])=[CH:32][N:31]=1)(C(C)(C)C)(C1C=CC=CC=1)C1C=CC=CC=1.CC(O)=O, predict the reaction product. The product is: [CH3:37][O:36][C:33]1[CH:32]=[N:31][C:30]([C:22]2[O:23][C:24]3=[CH:25][N:26]=[CH:27][CH:28]=[C:29]3[C:21]=2[OH:20])=[N:35][CH:34]=1. (6) Given the reactants N#N.Br[C:4]1[CH:18]=[CH:17][C:7]2[N:8]([CH:11]3[CH2:16][CH2:15][CH2:14][CH2:13][O:12]3)[N:9]=[N:10][C:6]=2[CH:5]=1.[CH3:19][Si:20]([C:23]#[CH:24])([CH3:22])[CH3:21], predict the reaction product. The product is: [O:12]1[CH2:13][CH2:14][CH2:15][CH2:16][CH:11]1[N:8]1[C:7]2[CH:17]=[CH:18][C:4]([C:24]#[C:23][Si:20]([CH3:22])([CH3:21])[CH3:19])=[CH:5][C:6]=2[N:10]=[N:9]1. (7) The product is: [Cl:11][C:12]1[CH:13]=[C:14]([C:15]2[O:16][CH:1]=[N:18][N:17]=2)[CH:19]=[C:20]([Cl:22])[N:21]=1. Given the reactants [CH2:1](OC(OCC)OCC)C.[Cl:11][C:12]1[CH:13]=[C:14]([CH:19]=[C:20]([Cl:22])[N:21]=1)[C:15]([NH:17][NH2:18])=[O:16], predict the reaction product.